From a dataset of Experimentally validated miRNA-target interactions with 360,000+ pairs, plus equal number of negative samples. Binary Classification. Given a miRNA mature sequence and a target amino acid sequence, predict their likelihood of interaction. (1) The miRNA is hsa-miR-6790-3p with sequence CGACCUCGGCGACCCCUCACU. The protein sequence of the target gene is MSSVLSDYTIGGVKIHFPCRAYPAQLAMMNSIVRGLNSSQHCLLESPTGSGKSLALLCSALAWQQSLSEKPVDEGLNKKPEAPPSCSCACHSKNFTYSDTNLDTSPHFNSPSKPSSGRNGVSTPCQDSPEKNTLAAKLSAKKQASIHRDEDDDFQVEKKRIRPLETTQQIRKRHCLEKDVHHVDARLASEKRVKPESPIGKSFSDRKDSFQNVDGLCSRCCCSAKQGNNQEPANTVKKDHGGQCKRPKIYFGTRTHKQIAQITRELRKTAYSGVPMTILSSRDHSCVHPEVVGNFNRKEK.... Result: 0 (no interaction). (2) The miRNA is mmu-miR-125b-1-3p with sequence ACGGGUUAGGCUCUUGGGAGCU. The protein sequence of the target gene is MRACAGSTREAGSGAQDLSTLLCLEESMEEQDEKPPEPPKACAQDSFLPQEIIIKVEGEDTGSLTIPSQEGVNFKIVTVDFTREEQGTWNPAQRTLDRDVILENHRDLVSWDLATAVGKKDSTSKQRIFDEEPANGVKIERFTRDDPWLSSCEEVDDCKDQLEKQQEKQEILLQEVAFTQRKAVIHERVCKSDETGEKSGLNSSLFSSPVIPIRNHFHKHVSHAKKWHLNAAVNSHQKINENETLYENNECGKPPQSIHLIQFTRTQTKDKCYGFSDRIQSFCHGTPLHIHEKIHGGGKT.... Result: 0 (no interaction). (3) The miRNA is hsa-miR-5582-5p with sequence UAGGCACACUUAAAGUUAUAGC. The protein sequence of the target gene is MSDEEARQSGGSSQAGVVTVSDVQELMRRKEEIEAQIKANYDVLESQKGIGMNEPLVDCEGYPRSDVDLYQVRTARHNIICLQNDHKAVMKQVEEALHQLHARDKEKQARDMAEAHKEAMSRKLGQSESQGPPRAFAKVNSISPGSPASIAGLQVDDEIVEFGSVNTQNFQSLHNIGSVVQHSEGKPLNVTVIRRGEKHQLRLVPTRWAGKGLLGCNIIPLQR. Result: 0 (no interaction). (4) The miRNA is hsa-miR-6720-5p with sequence UUCCAGCCCUGGUAGGCGCCGCG. The protein sequence of the target gene is MDRPGPGSARPGRTVHVWGYRVEWKVRNGRKLQPSEWAGRGDLGGFKRRWKDTRATVGTTFRRRSRVSLVGELSKFPLPSDSSGGKSSSSFARGALAWCRQRNPNPSCAAAETGARTSLPKERCRGWRLGNWLHKHPHPNTCPRLPACWLPPILTERGERVPKLVPLLACYPKSKPKD. Result: 1 (interaction). (5) The miRNA is hsa-miR-504-3p with sequence GGGAGUGCAGGGCAGGGUUUC. The protein sequence of the target gene is MFRGLSSWLGLQQPVAGGGQPNGDAPPEQPSETVAESAEEELQQAGDQELLHQAKDFGNYLFNFASAATKKITESVAETAQTIKKSVEEGKIDGIIDKTIIGDFQKEQKKFVEEQHTKKSEAAVPPWVDTNDEETIQQQILALSADKRNFLRDPPAGVQFNFDFDQMYPVALVMLQEDELLSKMRFALVPKLVKEEVFWRNYFYRVSLIKQSAQLTALAAQQQAAGKEEKSNGREQDLPLAEAVRPKTPPVVIKSQLKTQEDEEEISTSPGVSEFVSDAFDACNLNQEDLRKEMEQLVLD.... Result: 1 (interaction).